This data is from Catalyst prediction with 721,799 reactions and 888 catalyst types from USPTO. The task is: Predict which catalyst facilitates the given reaction. (1) Reactant: C([N:8]1[CH2:13][CH2:12][CH2:11][CH2:10][CH:9]1[CH2:14][N:15]([CH:22]1[CH2:30][C:29]2[C:24](=[CH:25][CH:26]=[CH:27][CH:28]=2)[CH2:23]1)[C:16]1[CH:21]=[CH:20][CH:19]=[CH:18][CH:17]=1)C1C=CC=CC=1.C([O-])=O.[NH4+]. Product: [C:16]1([N:15]([CH:22]2[CH2:30][C:29]3[C:24](=[CH:25][CH:26]=[CH:27][CH:28]=3)[CH2:23]2)[CH2:14][CH:9]2[CH2:10][CH2:11][CH2:12][CH2:13][NH:8]2)[CH:21]=[CH:20][CH:19]=[CH:18][CH:17]=1. The catalyst class is: 5. (2) Reactant: [F:1][C:2]1[CH:7]=[CH:6][C:5]([C:8]2[CH:13]=[CH:12][C:11]([CH:14]([C:18]3[CH:23]=[CH:22][CH:21]=[CH:20][CH:19]=3)[C:15](O)=[O:16])=[CH:10][CH:9]=2)=[CH:4][CH:3]=1.F[P-](F)(F)(F)(F)F.[N:31]1([O:40][P+](N(C)C)(N(C)C)N(C)C)C2C=CC=CC=2N=N1.Cl.NO.C(N(CC)CC)C. Product: [F:1][C:2]1[CH:7]=[CH:6][C:5]([C:8]2[CH:13]=[CH:12][C:11]([CH:14]([C:18]3[CH:23]=[CH:22][CH:21]=[CH:20][CH:19]=3)[C:15]([NH:31][OH:40])=[O:16])=[CH:10][CH:9]=2)=[CH:4][CH:3]=1. The catalyst class is: 17. (3) Reactant: [CH3:1][C:2]1([C:5]2[CH:25]=[CH:24][C:8]([CH2:9][O:10][SiH](C3C=CC=CC=3)C3C=CC=CC=3)=[CH:7][C:6]=2[C:26]([F:29])([F:28])[F:27])[CH2:4][CH2:3]1.N1C=CC=CC=1.F. Product: [CH3:1][C:2]1([C:5]2[CH:25]=[CH:24][C:8]([CH2:9][OH:10])=[CH:7][C:6]=2[C:26]([F:27])([F:28])[F:29])[CH2:3][CH2:4]1. The catalyst class is: 17. (4) Reactant: C1C=C(Cl)C=C(C(OO)=[O:9])C=1.[CH2:12]([N:14]1[C:20]2[N:21]=[CH:22][C:23]([CH2:25][CH2:26][O:27][C:28]3[C:37]4[C:32](=[CH:33][CH:34]=[CH:35][CH:36]=4)[N:31]=[CH:30][CH:29]=3)=[CH:24][C:19]=2[C:18](=[O:38])[N:17]([CH3:39])[C:16]2[CH:40]=[CH:41][C:42]([C:44]([F:47])([F:46])[F:45])=[N:43][C:15]1=2)[CH3:13]. Product: [CH2:12]([N:14]1[C:20]2[N:21]=[CH:22][C:23]([CH2:25][CH2:26][O:27][C:28]3[C:37]4[C:32](=[CH:33][CH:34]=[CH:35][CH:36]=4)[N+:31]([O-:9])=[CH:30][CH:29]=3)=[CH:24][C:19]=2[C:18](=[O:38])[N:17]([CH3:39])[C:16]2[CH:40]=[CH:41][C:42]([C:44]([F:46])([F:45])[F:47])=[N:43][C:15]1=2)[CH3:13]. The catalyst class is: 2. (5) Reactant: C([O:4][C@@H:5]1[C@@H:10]([O:11]C(=O)C)[C@H:9]([O:15]C(=O)C)[C@@H:8]([CH2:19][O:20]C(=O)C)[O:7][C@H:6]1[O:24][C:25]1[C:33]2[C:32]([CH2:34][CH2:35][C:36]3[CH:41]=[CH:40][CH:39]=[CH:38][CH:37]=3)=[CH:31][S:30][C:29]=2[CH:28]=[CH:27][CH:26]=1)(=O)C.C[O-].[Na+]. Product: [C@@H:6]1([O:24][C:25]2[C:33]3[C:32]([CH2:34][CH2:35][C:36]4[CH:41]=[CH:40][CH:39]=[CH:38][CH:37]=4)=[CH:31][S:30][C:29]=3[CH:28]=[CH:27][CH:26]=2)[O:7][C@H:8]([CH2:19][OH:20])[C@@H:9]([OH:15])[C@H:10]([OH:11])[C@H:5]1[OH:4]. The catalyst class is: 5. (6) The catalyst class is: 6. Product: [CH3:42][NH:43][C:44]([C:10]1[CH:11]=[C:12]([CH:16]=[C:8]([C:5]2[CH:4]=[CH:3][C:2]([CH3:1])=[CH:7][N:6]=2)[CH:9]=1)[C:13]([O:15][C:27]([CH3:26])([CH3:28])[CH3:33])=[O:14])=[O:45]. Reactant: [CH3:1][C:2]1[CH:3]=[CH:4][C:5]([C:8]2[CH:9]=[CH:10][CH:11]=[C:12]([CH:16]=2)[C:13]([OH:15])=[O:14])=[N:6][CH:7]=1.CN.C(Cl)CCl.C1C=C[C:26]2N(O)N=N[C:27]=2[CH:28]=1.[CH:33](N(C(C)C)CC)(C)C.[CH3:42][N:43](C)[CH:44]=[O:45]. (7) Reactant: Cl.[NH2:2][OH:3].C([O-])(=O)C.[Na+].CO.[N:11]1[CH:16]=[CH:15][C:14]([C:17](=O)[CH2:18][CH3:19])=[CH:13][CH:12]=1. Product: [N:11]1[CH:16]=[CH:15][C:14]([C:17](=[N:2][OH:3])[CH2:18][CH3:19])=[CH:13][CH:12]=1. The catalyst class is: 161. (8) Reactant: O=C1C2C(=CC=CC=2)C(=O)[N:3]1[CH2:12][CH:13]([NH:17][C:18](=[O:24])[O:19][C:20]([CH3:23])([CH3:22])[CH3:21])[CH2:14][S:15][CH3:16].O.NN. Product: [NH2:3][CH2:12][CH:13]([NH:17][C:18](=[O:24])[O:19][C:20]([CH3:22])([CH3:21])[CH3:23])[CH2:14][S:15][CH3:16]. The catalyst class is: 8.